This data is from NCI-60 drug combinations with 297,098 pairs across 59 cell lines. The task is: Regression. Given two drug SMILES strings and cell line genomic features, predict the synergy score measuring deviation from expected non-interaction effect. (1) Drug 1: C1=CN(C=N1)CC(O)(P(=O)(O)O)P(=O)(O)O. Drug 2: CC(C)CN1C=NC2=C1C3=CC=CC=C3N=C2N. Cell line: K-562. Synergy scores: CSS=1.06, Synergy_ZIP=1.73, Synergy_Bliss=-0.264, Synergy_Loewe=-6.09, Synergy_HSA=-5.50. (2) Drug 1: CC1=C(N=C(N=C1N)C(CC(=O)N)NCC(C(=O)N)N)C(=O)NC(C(C2=CN=CN2)OC3C(C(C(C(O3)CO)O)O)OC4C(C(C(C(O4)CO)O)OC(=O)N)O)C(=O)NC(C)C(C(C)C(=O)NC(C(C)O)C(=O)NCCC5=NC(=CS5)C6=NC(=CS6)C(=O)NCCC[S+](C)C)O. Drug 2: CNC(=O)C1=NC=CC(=C1)OC2=CC=C(C=C2)NC(=O)NC3=CC(=C(C=C3)Cl)C(F)(F)F. Cell line: NCI/ADR-RES. Synergy scores: CSS=40.3, Synergy_ZIP=2.81, Synergy_Bliss=0.255, Synergy_Loewe=-47.8, Synergy_HSA=-4.42. (3) Drug 1: CN(C)N=NC1=C(NC=N1)C(=O)N. Drug 2: CN(C(=O)NC(C=O)C(C(C(CO)O)O)O)N=O. Cell line: IGROV1. Synergy scores: CSS=6.33, Synergy_ZIP=-5.06, Synergy_Bliss=-3.33, Synergy_Loewe=-13.1, Synergy_HSA=-2.81. (4) Drug 1: CCN(CC)CCNC(=O)C1=C(NC(=C1C)C=C2C3=C(C=CC(=C3)F)NC2=O)C. Drug 2: CS(=O)(=O)OCCCCOS(=O)(=O)C. Cell line: SR. Synergy scores: CSS=61.6, Synergy_ZIP=-3.60, Synergy_Bliss=-3.79, Synergy_Loewe=-5.40, Synergy_HSA=-3.24.